From a dataset of Forward reaction prediction with 1.9M reactions from USPTO patents (1976-2016). Predict the product of the given reaction. (1) Given the reactants [Cl:1][C:2]1[CH:3]=[C:4]([CH:9]=[CH:10][CH:11]=1)[C:5]([O:7][CH3:8])=[O:6].CP(CCP(C)C)C.CC[O:22]CC, predict the reaction product. The product is: [Cl:1][C:2]1[CH:3]=[C:4]([CH:9]=[C:10]([OH:22])[CH:11]=1)[C:5]([O:7][CH3:8])=[O:6]. (2) Given the reactants [NH2:1][CH:2]1[CH2:7][CH2:6][N:5]([CH2:8][CH:9]2[N:19]3[C:20]4[N:11]([C:12](=[O:22])[CH:13]=[CH:14][C:15]=4[CH:16]=[CH:17][C:18]3=[O:21])[CH2:10]2)[CH2:4][CH2:3]1.COC1N=C2C(CCC(=O)N2C[C@@H]2CO2)=CC=1.[S:40]1[C:49]2[CH:48]=[C:47]([CH:50]=O)[N:46]=[CH:45][C:44]=2[O:43][CH2:42]C1, predict the reaction product. The product is: [S:40]1[C:49]2[CH:48]=[C:47]([CH2:50][NH:1][CH:2]3[CH2:3][CH2:4][N:5]([CH2:8][CH:9]4[N:19]5[C:20]6[N:11]([C:12](=[O:22])[CH:13]=[CH:14][C:15]=6[CH:16]=[CH:17][C:18]5=[O:21])[CH2:10]4)[CH2:6][CH2:7]3)[N:46]=[CH:45][C:44]=2[O:43][CH2:42]1. (3) Given the reactants C[O:2][C:3]([C@@H:5]1[CH2:9][C@@H:8]([S:10]([C:13]2[CH:18]=[CH:17][CH:16]=[CH:15][C:14]=2[Cl:19])(=[O:12])=[O:11])[CH2:7][N:6]1[C:20]1[N:21]([C:26]2[CH:31]=[CH:30][N:29]=[C:28]([Cl:32])[CH:27]=2)[N:22]=[C:23]([CH3:25])[CH:24]=1)=[O:4].[OH-].[Li+], predict the reaction product. The product is: [Cl:19][C:14]1[CH:15]=[CH:16][CH:17]=[CH:18][C:13]=1[S:10]([C@H:8]1[CH2:7][N:6]([C:20]2[N:21]([C:26]3[CH:31]=[CH:30][N:29]=[C:28]([Cl:32])[CH:27]=3)[N:22]=[C:23]([CH3:25])[CH:24]=2)[C@H:5]([C:3]([OH:4])=[O:2])[CH2:9]1)(=[O:11])=[O:12]. (4) Given the reactants [N:1]1([C:7](=[O:22])[CH2:8][CH:9]([CH2:13][CH2:14][CH2:15][C:16]2[CH:21]=[CH:20][CH:19]=[CH:18][CH:17]=2)[C:10]([OH:12])=O)[CH2:6][CH2:5][O:4][CH2:3][CH2:2]1.[NH2:23][CH:24]([CH2:32][CH2:33][C:34]1[CH:39]=[CH:38][CH:37]=[CH:36][CH:35]=1)[C@@H:25]([C:27]1[O:28][CH:29]=[CH:30][N:31]=1)[OH:26], predict the reaction product. The product is: [O:28]1[CH:29]=[CH:30][N:31]=[C:27]1[C:25]([C@@H:24]([NH:23][C:10](=[O:12])[CH:9]([CH2:8][C:7]([N:1]1[CH2:2][CH2:3][O:4][CH2:5][CH2:6]1)=[O:22])[CH2:13][CH2:14][CH2:15][C:16]1[CH:21]=[CH:20][CH:19]=[CH:18][CH:17]=1)[CH2:32][CH2:33][C:34]1[CH:39]=[CH:38][CH:37]=[CH:36][CH:35]=1)=[O:26]. (5) Given the reactants ClC1N=C(C2C=C(C=CC=2)C=O)C=CN=1.C(OC([N:23]1[CH2:28][CH2:27][N:26]([CH2:29][C:30]2[CH:35]=[CH:34][CH:33]=[C:32]([C:36]3[CH:41]=[CH:40][N:39]=[C:38]([Cl:42])[N:37]=3)[CH:31]=2)[CH:25]([C:43]([OH:45])=[O:44])[CH2:24]1)=O)(C)(C)C, predict the reaction product. The product is: [Cl:42][C:38]1[N:37]=[C:36]([C:32]2[CH:31]=[C:30]([CH:35]=[CH:34][CH:33]=2)[CH2:29][N:26]2[CH2:27][CH2:28][NH:23][CH2:24][CH:25]2[C:43]([OH:45])=[O:44])[CH:41]=[CH:40][N:39]=1. (6) Given the reactants [Cl:1][C:2]1[C:11]([C:12](OC2C(F)=C(F)C(F)=C(F)C=2F)=[O:13])=[C:10]([NH:26][CH2:27][C:28]2[CH:33]=[CH:32][C:31]([O:34][CH3:35])=[C:30]([Cl:36])[CH:29]=2)[C:9]2[C:4](=[CH:5][CH:6]=[C:7]([C:37]#[N:38])[CH:8]=2)[N:3]=1.C(N(CC)CC)C.[CH2:46]([NH2:49])[CH2:47][NH2:48], predict the reaction product. The product is: [NH2:48][CH2:47][CH2:46][NH:49][C:12]([C:11]1[C:2]([Cl:1])=[N:3][C:4]2[C:9]([C:10]=1[NH:26][CH2:27][C:28]1[CH:33]=[CH:32][C:31]([O:34][CH3:35])=[C:30]([Cl:36])[CH:29]=1)=[CH:8][C:7]([C:37]#[N:38])=[CH:6][CH:5]=2)=[O:13].